From a dataset of Peptide-MHC class II binding affinity with 134,281 pairs from IEDB. Regression. Given a peptide amino acid sequence and an MHC pseudo amino acid sequence, predict their binding affinity value. This is MHC class II binding data. (1) The peptide sequence is FGPASFARIETAFAN. The MHC is DRB1_0301 with pseudo-sequence DRB1_0301. The binding affinity (normalized) is 0. (2) The peptide sequence is YDKFLANVGTVLTGK. The MHC is DRB1_0701 with pseudo-sequence DRB1_0701. The binding affinity (normalized) is 0.778. (3) The peptide sequence is KKWKYLNAVSLCILTIN. The MHC is HLA-DQA10102-DQB10501 with pseudo-sequence HLA-DQA10102-DQB10501. The binding affinity (normalized) is 0.